From a dataset of Forward reaction prediction with 1.9M reactions from USPTO patents (1976-2016). Predict the product of the given reaction. (1) Given the reactants [N:1](/[C:4](=[CH:10]\[C:11]1[CH:19]=[CH:18][C:14]2[O:15][CH2:16][O:17][C:13]=2[CH:12]=1)/[C:5]([O:7][CH2:8][CH3:9])=[O:6])=[N+]=[N-], predict the reaction product. The product is: [O:17]1[C:13]2=[CH:12][C:11]3[CH:10]=[C:4]([C:5]([O:7][CH2:8][CH3:9])=[O:6])[NH:1][C:19]=3[CH:18]=[C:14]2[O:15][CH2:16]1. (2) Given the reactants C1(P(C2C=CC=CC=2)C2C=CC=CC=2)C=CC=CC=1.N(C(OC(C)(C)C)=O)=NC(OC(C)(C)C)=O.[OH:36][C:37]1[CH:38]=[C:39]2[C:44](=[CH:45][CH:46]=1)[C:43](=[O:47])[NH:42][CH:41]=[CH:40]2.[N:48]1[CH:53]=[CH:52][CH:51]=[C:50]([CH2:54][CH2:55][N:56]([CH2:61][C:62]2[CH:67]=[CH:66][N:65]=[CH:64][CH:63]=2)[CH2:57][CH2:58][CH2:59]O)[CH:49]=1.C(OC(=O)C)C.[ClH:74], predict the reaction product. The product is: [ClH:74].[ClH:74].[ClH:74].[N:48]1[CH:53]=[CH:52][CH:51]=[C:50]([CH2:54][CH2:55][N:56]([CH2:61][C:62]2[CH:63]=[CH:64][N:65]=[CH:66][CH:67]=2)[CH2:57][CH2:58][CH2:59][O:36][C:37]2[CH:38]=[C:39]3[C:44](=[CH:45][CH:46]=2)[C:43](=[O:47])[NH:42][CH:41]=[CH:40]3)[CH:49]=1. (3) Given the reactants C(OC([N:8]1[C@H:13]([C:14](=[O:28])[NH:15][C:16]2[CH:21]=[CH:20][CH:19]=[C:18]([O:22][C:23]([F:26])([F:25])[F:24])[C:17]=2[F:27])[CH2:12][C@:11]2([CH2:29][O:30]C3CCCCO3)[C@H:9]1[CH2:10]2)=O)(C)(C)C.[ClH:37], predict the reaction product. The product is: [ClH:37].[F:27][C:17]1[C:18]([O:22][C:23]([F:25])([F:26])[F:24])=[CH:19][CH:20]=[CH:21][C:16]=1[NH:15][C:14]([C@@H:13]1[CH2:12][C@:11]2([CH2:29][OH:30])[C@@H:9]([CH2:10]2)[NH:8]1)=[O:28].